This data is from Full USPTO retrosynthesis dataset with 1.9M reactions from patents (1976-2016). The task is: Predict the reactants needed to synthesize the given product. Given the product [CH3:7][N:8]([CH3:10])/[CH:9]=[CH:3]/[CH:2]([CH3:4])[C:1]([NH2:6])=[O:5], predict the reactants needed to synthesize it. The reactants are: [C:1]([NH2:6])(=[O:5])[CH:2]([CH3:4])[CH3:3].[CH3:7][N:8]([CH:10](OC)OC)[CH3:9].